Dataset: Forward reaction prediction with 1.9M reactions from USPTO patents (1976-2016). Task: Predict the product of the given reaction. (1) Given the reactants Br[C:2]1[CH:3]=[C:4]([C:8]2[CH:9]=[C:10]3[C:15](=[N:16][CH:17]=2)[N:14]([C:18]([NH2:20])=[O:19])[CH2:13][CH2:12][CH2:11]3)[CH:5]=[N:6][CH:7]=1.[Br:21]C1C=CN=CC=1I, predict the reaction product. The product is: [Br:21][C:3]1[CH:2]=[CH:7][N:6]=[CH:5][C:4]=1[C:8]1[CH:9]=[C:10]2[C:15](=[N:16][CH:17]=1)[N:14]([C:18]([NH2:20])=[O:19])[CH2:13][CH2:12][CH2:11]2. (2) Given the reactants [CH2:1]([NH:8][CH2:9][C:10]1[CH:15]=[CH:14][CH:13]=[CH:12][CH:11]=1)[C:2]1[CH:7]=[CH:6][CH:5]=[CH:4][CH:3]=1.[CH:23]1(N(CCCC)[CH:23]2[CH2:28][CH2:27][CH2:26][CH2:25][CH2:24]2)[CH2:28][CH2:27][CH2:26][CH2:25][CH2:24]1.C(=O)CC/C=C\CC.BrCCCCC(N(C1CCCCC1)C1CCCCC1)[CH:47]([O:50][CH3:51])[O:48][CH3:49], predict the reaction product. The product is: [CH2:9]([N:8]([CH2:1][C:2]1[CH:7]=[CH:6][CH:5]=[CH:4][CH:3]=1)[CH:24]([CH2:25]/[CH:26]=[CH:27]\[CH2:28][CH3:23])[CH:47]([O:50][CH3:51])[O:48][CH3:49])[C:10]1[CH:15]=[CH:14][CH:13]=[CH:12][CH:11]=1. (3) Given the reactants [C:1]([C:3]1[CH:8]=[CH:7][C:6]([CH:9]2[N:14]([CH2:15][C:16]([O:18][C:19]([CH3:22])([CH3:21])[CH3:20])=[O:17])[C:13](=[O:23])[N:12]([C:24]3[CH:29]=[CH:28][CH:27]=[C:26]([C:30]([F:33])([F:32])[F:31])[CH:25]=3)[C:11]([CH3:34])=[C:10]2[C:35](N2C=CN=C2)=[O:36])=[CH:5][CH:4]=1)#[N:2].[OH:42][CH2:43][C:44]([O:46][CH2:47][C:48]1[CH:53]=[CH:52][CH:51]=[CH:50][CH:49]=1)=[O:45], predict the reaction product. The product is: [C:19]([O:18][C:16](=[O:17])[CH2:15][N:14]1[CH:9]([C:6]2[CH:5]=[CH:4][C:3]([C:1]#[N:2])=[CH:8][CH:7]=2)[C:10]([C:35]([O:42][CH2:43][C:44]([O:46][CH2:47][C:48]2[CH:53]=[CH:52][CH:51]=[CH:50][CH:49]=2)=[O:45])=[O:36])=[C:11]([CH3:34])[N:12]([C:24]2[CH:29]=[CH:28][CH:27]=[C:26]([C:30]([F:31])([F:32])[F:33])[CH:25]=2)[C:13]1=[O:23])([CH3:20])([CH3:21])[CH3:22].